Dataset: Reaction yield outcomes from USPTO patents with 853,638 reactions. Task: Predict the reaction yield, written as a fraction of the theoretical maximum amount of product (1.0 means a 100% yield; for example, 0.34 means a 34% yield). (1) The reactants are [CH2:1]([O:8][C:9]1[CH:14]=[CH:13][C:12]([C:15]2[NH:29][C:18]3=[N:19][C:20]([CH:23]4[CH2:28][CH2:27][NH:26][CH2:25][CH2:24]4)=[CH:21][CH:22]=[C:17]3[N:16]=2)=[CH:11][CH:10]=1)[C:2]1[CH:7]=[CH:6][CH:5]=[CH:4][CH:3]=1.CCN(C(C)C)C(C)C.[CH3:39][S:40](Cl)(=[O:42])=[O:41].O. The catalyst is C1COCC1. The product is [CH2:1]([O:8][C:9]1[CH:14]=[CH:13][C:12]([C:15]2[NH:29][C:18]3=[N:19][C:20]([CH:23]4[CH2:28][CH2:27][N:26]([S:40]([CH3:39])(=[O:42])=[O:41])[CH2:25][CH2:24]4)=[CH:21][CH:22]=[C:17]3[N:16]=2)=[CH:11][CH:10]=1)[C:2]1[CH:3]=[CH:4][CH:5]=[CH:6][CH:7]=1. The yield is 0.830. (2) The reactants are [NH2:1][C:2]1[CH:9]=[CH:8][C:5]([C:6]#[N:7])=[CH:4][CH:3]=1.C(N(CC)CC)C.FC(F)(F)S(O[Si:23]([CH3:26])([CH3:25])[CH3:24])(=O)=O. The catalyst is C1(C)C=CC=CC=1. The product is [CH3:24][Si:23]([N:1]([Si:23]([CH3:26])([CH3:25])[CH3:24])[C:2]1[CH:9]=[CH:8][C:5]([C:6]#[N:7])=[CH:4][CH:3]=1)([CH3:26])[CH3:25]. The yield is 0.950. (3) The reactants are [C:1]1([C:7]2([NH2:13])[CH2:12][CH2:11][CH2:10][NH:9][CH2:8]2)[CH:6]=[CH:5][CH:4]=[CH:3][CH:2]=1.[CH3:14][C:15]([CH3:17])=O.C[Si]([C:22]#[N:23])(C)C.[OH-].[Na+]. The catalyst is C(O)(=O)C.ClCCl. The product is [NH2:13][C:7]1([C:1]2[CH:2]=[CH:3][CH:4]=[CH:5][CH:6]=2)[CH2:12][CH2:11][CH2:10][N:9]([C:15]([CH3:17])([CH3:14])[C:22]#[N:23])[CH2:8]1. The yield is 0.761. (4) The reactants are [NH2:1][C@H:2]1[C@H:6]([O:7][C:8]2[C:17]3[C:12](=[CH:13][CH:14]=[C:15]([O:18][CH3:19])[CH:16]=3)[N:11]=[CH:10][N:9]=2)[CH2:5][N:4]([CH2:20][C@H:21]2[O:25][C:24](=[O:26])[N:23]([C:27]3[CH:28]=[CH:29][C:30]4[S:35][CH2:34][C:33](=[O:36])[NH:32][C:31]=4[CH:37]=3)[CH2:22]2)[CH2:3]1.[C:38](N1C=CN=C1)(=[O:40])[CH3:39].CCN(C(C)C)C(C)C. The catalyst is C(Cl)Cl. The product is [CH3:19][O:18][C:15]1[CH:16]=[C:17]2[C:12](=[CH:13][CH:14]=1)[N:11]=[CH:10][N:9]=[C:8]2[O:7][C@@H:6]1[CH2:5][N:4]([CH2:20][C@H:21]2[O:25][C:24](=[O:26])[N:23]([C:27]3[CH:28]=[CH:29][C:30]4[S:35][CH2:34][C:33](=[O:36])[NH:32][C:31]=4[CH:37]=3)[CH2:22]2)[CH2:3][C@H:2]1[NH:1][C:38](=[O:40])[CH3:39]. The yield is 0.930. (5) The reactants are [CH2:1]([O:3][C:4](=[O:18])[C:5]([C:12](=O)[CH2:13][CH2:14][C:15]#[N:16])([CH3:11])[CH2:6][CH:7]=[C:8]([CH3:10])[CH3:9])[CH3:2]. The catalyst is C(O)(=O)C.Cl.[Pt]=O. The product is [CH2:1]([O:3][C:4](=[O:18])[C:5]([CH3:11])([CH:12]1[CH2:13][CH2:14][CH2:15][NH:16]1)[CH2:6][CH2:7][CH:8]([CH3:10])[CH3:9])[CH3:2]. The yield is 0.870. (6) The reactants are Cl[C:2]([O:4][C:5]1[CH:10]=[CH:9][CH:8]=[CH:7][CH:6]=1)=[O:3].[NH2:11][C:12]1[CH:16]=[C:15]([C:17]([CH3:20])([CH3:19])[CH3:18])[O:14][N:13]=1.O. The catalyst is C1COCC1.N1C=CC=CC=1. The product is [C:17]([C:15]1[O:14][N:13]=[C:12]([NH:11][C:2](=[O:3])[O:4][C:5]2[CH:10]=[CH:9][CH:8]=[CH:7][CH:6]=2)[CH:16]=1)([CH3:20])([CH3:19])[CH3:18]. The yield is 0.990.